This data is from Drug-target binding data from BindingDB using Ki measurements. The task is: Regression. Given a target protein amino acid sequence and a drug SMILES string, predict the binding affinity score between them. We predict pKi (pKi = -log10(Ki in M); higher means stronger inhibition). Dataset: bindingdb_ki. (1) The target protein (P11314) has sequence MARAAFLFKTVGFGGLQNVPINDELSSHLLRAGNSPWQLTQFLDWISLGRGLATSALVPTAGSRYYQMSCLLSGTLQIPFRPNHRWGDIRFLRLVWSAPTLDGLVVAPPQVLAQPALQAQADRVYDCDDYPFLARDPRFKHRVYQQLSAVTLLNLTGFGPISYVRVDEDMWSGDVNQLLMNYFGHTFAEIAYTLCQASANRPWEHDGTYARMTQIILSLFWLSYVGVIHQQNTYRTFYFQCNRRGDAAEVWILSCSLNHSAQIRPGNRSLFVMPTSPDWNMDVNLILSSTLTGCLCSGSQLPLIDNNSVPAVSRNIHGWTGRAGNQLHGFQVRRMVTEFCDRLRRDGVMTQAQQNQIEALADQTQQFKRDKLEAWAREDDQYNQANPNSTMFRTKPFTNAQWGRGNTGATSAAIAALI. The pKi is 7.8. The drug is COc1cc(COc2cc(N)c(Cl)cc2C(=O)CCC2CCN(CCNS(C)(=O)=O)CC2)cc(OC)c1. (2) The small molecule is NC(=O)C1CCCN1C(=O)C(Cc1cnc[nH]1)NC(=O)[C@@H]1CCC(=O)C1. The target protein sequence is MMFLWWLLLLGTAISHKVHSQEQPLLEEDTAPADNLDVLEKAKGILIRSFLEGFQEGQQINRDLPDAMEMIYKRQHPGKRFQEEIEKRQHPGKRDLEDLQLSKRQHPGRRYLEDMEKRQHPGKREEGDWSRGYLTDDSGYLDLFSDVSKRQHPGKRVPDPFFIKRQHPGKRGIEEEDDTEFENSKEVGKRQHPGKRYDPCEGPNAYNCNSGNLQLDSVEEGWAA. The pKi is 5.0. (3) The drug is CC(=O)Nc1ccc(OCC(O)CNC(C)C)cc1. The target protein (P10608) has sequence MEPHGNDSDFLLAPNGSRAPGHDITQERDEAWVVGMAILMSVIVLAIVFGNVLVITAIAKFERLQTVTNYFITSLACADLVMGLAVVPFGASHILMKMWNFGNFWCEFWTSIDVLCVTASIETLCVIAVDRYVAITSPFKYQSLLTKNKARVVILMVWIVSGLTSFLPIQMHWYRATHKQAIDCYAKETCCDFFTNQAYAIASSIVSFYVPLVVMVFVYSRVFQVAKRQLQKIDKSEGRFHAQNLSQVEQDGRSGHGLRSSSKFCLKEHKALKTLGIIMGTFTLCWLPFFIVNIVHVIRANLIPKEVYILLNWLGYVNSAFNPLIYCRSPDFRIAFQELLCLRRSSSKTYGNGYSSNSNGRTDYTGEQSAYQLGQEKENELLCEEAPGMEGFVNCQGTVPSLSIDSQGRNCNTNDSPL. The pKi is 5.0. (4) The drug is c1cncc(OC[C@H]2CN(CCN3CCc4ccccc43)CCO2)c1. The target protein (P35363) has sequence MEILCEDNISLSSIPNSLMQLGDDSRLYPNDFNSRDANTSEASNWTIDAENRTNLSCEGYLPPTCLSILHLQEKNWSALLTTVVIILTIAGNILVIMAVSLEKKLQNATNYFLMSLAIADMLLGFLVMPVSMLTILYGYRWPLPSKLCAVWIYLDVLFSTASIMHLCAISLDRYVAIQNPIHHSRFNSRTKAFLKIIAVWTISVGISMPIPVFGLQDDSKVFKEGSCLLADDNFVLIGSFVAFFIPLTIMVITYFLTIKSLQKEATLCVSDLSTRAKLSSFSFLPQSSLSSEKLFQRSIHREPGSYAGRRTMQSISNEQKACKVLGIVFFLFVVMWCPFFITNIMAVICKESCNENVIGALLNVFVWIGYLSSAVNPLVYTLFNKTYRSAFSRYIQCQYKENRKPLQLILVNTIPTLAYKSSQLQVGQKKNSQEDAEPTANDCSMVTLGNQHSEEMCTDNIETVNEKVSCV. The pKi is 5.5. (5) The drug is COc1ccc2[nH]cc(CCN(C)C)c2c1. The target protein (P11614) has sequence MSPPNQSLEGLLQEASNRSLNATETPEAWGPETLQALKISLALLLSIITMATALSNAFVLTTIFLTRKLHTPANYLIGSLAMTDLLVSILVMPISIAYTTTRTWSFGQILCDIWLSSDITCCTASILHLCVIALDRYWAITDALEYSKRRTAGRAAVMIATVWVISICISIPPLFWRQAKAQEDMSDCQVNTSQISYTIYSTCGAFYIPSVLLIILYGRIYVAARNRILNPPSLYGKRFTTAQLITGSAGSSLCSLSPSLQEERSHAAGPPLFFNHVQVKLAEGVLERKRISAARERKATKTLGIILGAFIVCWLPFFVASLVLPICRASCWLHPALFDFFTWLGYLNSLINPIIYTVFNEEFRQAFQRVVHVRKAS. The pKi is 8.3.